From a dataset of Full USPTO retrosynthesis dataset with 1.9M reactions from patents (1976-2016). Predict the reactants needed to synthesize the given product. (1) Given the product [C:1]([O:5][C:6](=[O:7])[NH:8][C@@H:9]1[CH2:11][C@H:10]1[C:12]1[CH:13]=[C:14]([C:18](=[O:20])[NH:28][C:26]2[CH:25]=[N:24][N:23]([CH3:22])[CH:27]=2)[S:15][C:16]=1[CH3:17])([CH3:2])([CH3:3])[CH3:4], predict the reactants needed to synthesize it. The reactants are: [C:1]([O:5][C:6]([NH:8][C@@H:9]1[CH2:11][C@H:10]1[C:12]1[CH:13]=[C:14]([C:18]([OH:20])=O)[S:15][C:16]=1[CH3:17])=[O:7])([CH3:4])([CH3:3])[CH3:2].Cl.[CH3:22][N:23]1[CH:27]=[C:26]([NH2:28])[CH:25]=[N:24]1.C(N(CC)CC)C.F[P-](F)(F)(F)(F)F.N1(OC(N(C)C)=[N+](C)C)C2N=CC=CC=2N=N1. (2) Given the product [C:23]([CH2:22][NH:27][C:14]([C:12]1([O:17][CH3:18])[O:11][N:10]=[C:9]([C:4]2[CH:5]=[C:6]([Cl:8])[CH:7]=[C:2]([Cl:1])[CH:3]=2)[CH2:13]1)=[O:16])#[N:25], predict the reactants needed to synthesize it. The reactants are: [Cl:1][C:2]1[CH:3]=[C:4]([C:9]2[CH2:13][C:12]([O:17][CH3:18])([C:14]([OH:16])=O)[O:11][N:10]=2)[CH:5]=[C:6]([Cl:8])[CH:7]=1.C1C=C[C:22]2[N:27](O)N=[N:25][C:23]=2C=1.NCC#N.Cl.CN(C)CCCN=C=NCC. (3) Given the product [C:18]([O:22][C:23](=[O:24])[NH:25][CH2:26][CH:27]1[CH2:32][CH2:31][N:30]([CH2:33][C:34]2[CH:35]=[CH:36][C:37]([C:2]3[C:3]4[C:4]5[CH:17]=[CH:16][S:15][C:5]=5[C:6](=[O:14])[NH:7][C:8]=4[CH:9]=[CH:10][C:11]=3[O:12][CH3:13])=[CH:38][CH:39]=2)[CH2:29][CH2:28]1)([CH3:21])([CH3:19])[CH3:20], predict the reactants needed to synthesize it. The reactants are: Br[C:2]1[C:3]2[C:4]3[CH:17]=[CH:16][S:15][C:5]=3[C:6](=[O:14])[NH:7][C:8]=2[CH:9]=[CH:10][C:11]=1[O:12][CH3:13].[C:18]([O:22][C:23]([NH:25][CH2:26][CH:27]1[CH2:32][CH2:31][N:30]([CH2:33][C:34]2[CH:39]=[CH:38][C:37](B(O)O)=[CH:36][CH:35]=2)[CH2:29][CH2:28]1)=[O:24])([CH3:21])([CH3:20])[CH3:19]. (4) Given the product [NH2:38][C:39]1[CH:44]=[CH:43][C:42]([C:8]2[CH:17]=[C:16]([C:18]([NH:20][CH2:21][C@H:22]3[CH2:27][CH2:26][C@H:25]([CH2:28][NH:29][C:30](=[O:36])[O:31][C:32]([CH3:35])([CH3:34])[CH3:33])[CH2:24][CH2:23]3)=[O:19])[C:15]3[C:10](=[CH:11][CH:12]=[CH:13][CH:14]=3)[N:9]=2)=[CH:41][CH:40]=1, predict the reactants needed to synthesize it. The reactants are: C([O-])([O-])=O.[K+].[K+].Cl[C:8]1[CH:17]=[C:16]([C:18]([NH:20][CH2:21][C@H:22]2[CH2:27][CH2:26][C@H:25]([CH2:28][NH:29][C:30](=[O:36])[O:31][C:32]([CH3:35])([CH3:34])[CH3:33])[CH2:24][CH2:23]2)=[O:19])[C:15]2[C:10](=[CH:11][CH:12]=[CH:13][CH:14]=2)[N:9]=1.Cl.[NH2:38][C:39]1[CH:44]=[CH:43][C:42](B(O)O)=[CH:41][CH:40]=1. (5) Given the product [CH:16]1([CH2:21][NH:22][C:12]([C:5]2[C:6]([C:8]([F:11])([F:10])[F:9])=[N:7][C:2]([Cl:1])=[N:3][CH:4]=2)=[O:13])[CH2:20][CH2:19][CH2:18][CH2:17]1, predict the reactants needed to synthesize it. The reactants are: [Cl:1][C:2]1[N:7]=[C:6]([C:8]([F:11])([F:10])[F:9])[C:5]([C:12](Cl)=[O:13])=[CH:4][N:3]=1.Cl.[CH:16]1([CH2:21][NH2:22])[CH2:20][CH2:19][CH2:18][CH2:17]1.C(N(CC)CC)C. (6) Given the product [O:7]1[C:8]2[CH:15]=[CH:14][CH:13]=[CH:12][C:9]=2[CH:10]=[CH:6]1, predict the reactants needed to synthesize it. The reactants are: C(/[C:6]1[O:7][C:8]2[CH:15]=[CH:14][CH:13]=[CH:12][C:9]=2[C:10]=1S)=C\C=C\C.C1N2CN3CN(C2)CN1C3. (7) Given the product [Cl:18][C:19]1[CH:25]=[CH:24][C:22]([NH:23][C:2]2[C:3]([CH2:15][O:16][CH3:17])=[N:4][CH:5]=[C:6]([N:8]3[C:12]([CH3:13])=[CH:11][C:10]([CH3:14])=[N:9]3)[N:7]=2)=[CH:21][CH:20]=1, predict the reactants needed to synthesize it. The reactants are: Cl[C:2]1[C:3]([CH2:15][O:16][CH3:17])=[N:4][CH:5]=[C:6]([N:8]2[C:12]([CH3:13])=[CH:11][C:10]([CH3:14])=[N:9]2)[N:7]=1.[Cl:18][C:19]1[CH:25]=[CH:24][C:22]([NH2:23])=[CH:21][CH:20]=1.C(=O)([O-])[O-].[Cs+].[Cs+]. (8) The reactants are: [C:1]1([P:7]([C:14]2[CH:19]=[CH:18][CH:17]=[CH:16][CH:15]=2)[C:8]2[CH:13]=[CH:12][CH:11]=[CH:10][CH:9]=2)[CH:6]=[CH:5][CH:4]=[CH:3][CH:2]=1.[Br:20][CH2:21][CH2:22][CH2:23][C:24]([O:26][CH2:27][CH3:28])=[O:25]. Given the product [Br-:20].[CH2:27]([O:26][C:24]([CH2:23][CH2:22][CH2:21][P+:7]([C:1]1[CH:2]=[CH:3][CH:4]=[CH:5][CH:6]=1)([C:8]1[CH:13]=[CH:12][CH:11]=[CH:10][CH:9]=1)[C:14]1[CH:15]=[CH:16][CH:17]=[CH:18][CH:19]=1)=[O:25])[CH3:28], predict the reactants needed to synthesize it. (9) Given the product [F:13][C:14]([F:23])([F:24])[C:15]1[CH:22]=[CH:21][C:18]([CH2:19][C:2]2[CH:11]=[CH:10][C:5]([C:6]([O:8][CH3:9])=[O:7])=[CH:4][CH:3]=2)=[CH:17][CH:16]=1, predict the reactants needed to synthesize it. The reactants are: Br[C:2]1[CH:11]=[CH:10][C:5]([C:6]([O:8][CH3:9])=[O:7])=[CH:4][CH:3]=1.[Cl-].[F:13][C:14]([F:24])([F:23])[C:15]1[CH:22]=[CH:21][C:18]([CH2:19][Zn+])=[CH:17][CH:16]=1.C(Cl)Cl. (10) Given the product [Br:1][C:2]1[C:3]([CH:8]2[CH2:10][CH2:9]2)=[N:4][CH:5]=[N:6][CH:7]=1, predict the reactants needed to synthesize it. The reactants are: [Br:1][C:2]1[CH:3]=[N:4][CH:5]=[N:6][CH:7]=1.[CH:8]1([Mg]Br)[CH2:10][CH2:9]1.O.C(C1C(=O)C(Cl)=C(Cl)C(=O)C=1C#N)#N.